Task: Predict the reactants needed to synthesize the given product.. Dataset: Full USPTO retrosynthesis dataset with 1.9M reactions from patents (1976-2016) Given the product [C:27]([C:2]1[N:3]=[C:4]([C:19]([NH:21][CH2:22][C:23]([OH:25])=[O:24])=[O:20])[C:5]([OH:18])=[C:6]2[C:10]([C:11]3[CH:16]=[CH:15][C:14]([F:17])=[CH:13][CH:12]=3)=[N:9][S:8][C:7]=12)#[N:29], predict the reactants needed to synthesize it. The reactants are: Br[C:2]1[N:3]=[C:4]([C:19]([NH:21][CH2:22][C:23]([OH:25])=[O:24])=[O:20])[C:5]([OH:18])=[C:6]2[C:10]([C:11]3[CH:16]=[CH:15][C:14]([F:17])=[CH:13][CH:12]=3)=[N:9][S:8][C:7]=12.C[C:27]([N:29](C)C)=O.